From a dataset of Reaction yield outcomes from USPTO patents with 853,638 reactions. Predict the reaction yield, written as a fraction of the theoretical maximum amount of product (1.0 means a 100% yield; for example, 0.34 means a 34% yield). (1) The reactants are Cl[C:2]1[N:7]=[C:6]([O:8][C@H:9]([CH3:13])[CH2:10][O:11][CH3:12])[N:5]=[C:4]([N:14]2[CH2:19][CH2:18][CH:17]([C:20]3[N:25]=[C:24]([C:26]([NH2:28])=[O:27])[CH:23]=[CH:22][C:21]=3[O:29][CH2:30][CH2:31][N:32]([CH3:34])[CH3:33])[CH2:16][CH2:15]2)[CH:3]=1.[CH:35]1([NH2:39])[CH2:38][CH2:37][CH2:36]1.CCN(C(C)C)C(C)C.C1C=CC(P(C2C=CC=CC=2)CCCP(C2C=CC=CC=2)C2C=CC=CC=2)=CC=1.[CH3:78][OH:79]. The catalyst is CC([O-])=O.CC([O-])=O.[Pd+2]. The product is [C:26]([C:24]1[N:25]=[C:20]([CH:17]2[CH2:18][CH2:19][N:14]([C:4]3[N:5]=[C:6]([O:8][C@H:9]([CH3:13])[CH2:10][O:11][CH3:12])[N:7]=[C:2]([C:78]([NH:39][CH:35]4[CH2:38][CH2:37][CH2:36]4)=[O:79])[CH:3]=3)[CH2:15][CH2:16]2)[C:21]([O:29][CH2:30][CH2:31][N:32]([CH3:34])[CH3:33])=[CH:22][CH:23]=1)(=[O:27])[NH2:28]. The yield is 0.360. (2) The reactants are Br[CH2:2][C:3]1[C:4]([Cl:11])=[N:5][C:6]([Cl:10])=[C:7]([F:9])[CH:8]=1.[CH:12]([C:14]1[CH:19]=[CH:18][CH:17]=[CH:16][C:15]=1[NH:20][C:21](=[O:23])[CH3:22])=[CH2:13].[H-].[Na+].O. The catalyst is CN(C=O)C. The product is [Cl:11][C:4]1[C:3]([CH2:2][N:20]([C:15]2[CH:16]=[CH:17][CH:18]=[CH:19][C:14]=2[CH:12]=[CH2:13])[C:21](=[O:23])[CH3:22])=[CH:8][C:7]([F:9])=[C:6]([Cl:10])[N:5]=1. The yield is 0.960. (3) The reactants are [OH:1][C:2]([CH3:35])([CH3:34])[CH2:3][C@@:4]1([C:28]2[CH:33]=[CH:32][CH:31]=[CH:30][CH:29]=2)[O:9][C:8](=[O:10])[N:7]([C@H:11]([C:13]2[CH:18]=[CH:17][C:16]([C:19]#[C:20][Si](CC)(CC)CC)=[CH:15][CH:14]=2)[CH3:12])[CH2:6][CH2:5]1.[F-].C([N+](CC)(CC)CC)C. The catalyst is C(#N)C. The product is [C:19]([C:16]1[CH:15]=[CH:14][C:13]([C@@H:11]([N:7]2[CH2:6][CH2:5][C@:4]([CH2:3][C:2]([OH:1])([CH3:34])[CH3:35])([C:28]3[CH:29]=[CH:30][CH:31]=[CH:32][CH:33]=3)[O:9][C:8]2=[O:10])[CH3:12])=[CH:18][CH:17]=1)#[CH:20]. The yield is 0.910. (4) The reactants are [CH3:1][C:2]([C:9]1[CH:14]=[CH:13][CH:12]=[CH:11][CH:10]=1)([CH3:8])[C:3](=[O:7])[C:4]([OH:6])=[O:5].[Br:15]Br. The catalyst is C(Cl)(Cl)(Cl)Cl.[Fe]. The product is [CH3:8][C:2]([C:9]1[CH:10]=[CH:11][C:12]([Br:15])=[CH:13][CH:14]=1)([CH3:1])[C:3](=[O:7])[C:4]([OH:6])=[O:5]. The yield is 0.790. (5) The reactants are [CH3:1][O:2][CH2:3][CH2:4][O:5][CH2:6][C:7]([C:10]1[CH:15]=[CH:14][C:13]([N+:16]([O-])=O)=[CH:12][CH:11]=1)([CH3:9])[CH3:8]. The catalyst is CO.[Ni]. The product is [CH3:1][O:2][CH2:3][CH2:4][O:5][CH2:6][C:7]([C:10]1[CH:15]=[CH:14][C:13]([NH2:16])=[CH:12][CH:11]=1)([CH3:9])[CH3:8]. The yield is 0.770. (6) The reactants are Br[C:2]1[CH:23]=[CH:22][C:5]([C:6]([NH:8][S:9]([C:12]2[CH:17]=[CH:16][CH:15]=[CH:14][C:13]=2[S:18](=[O:21])(=[O:20])[NH2:19])(=[O:11])=[O:10])=[O:7])=[CH:4][C:3]=1[O:24][CH2:25][CH2:26][CH2:27][C:28]([F:31])([F:30])[F:29].[CH3:32][CH:33]([CH3:36])[C:34]#[CH:35]. No catalyst specified. The product is [CH3:32][CH:33]([CH3:36])[C:34]#[C:35][C:2]1[CH:23]=[CH:22][C:5]([C:6]([NH:8][S:9]([C:12]2[CH:17]=[CH:16][CH:15]=[CH:14][C:13]=2[S:18](=[O:21])(=[O:20])[NH2:19])(=[O:11])=[O:10])=[O:7])=[CH:4][C:3]=1[O:24][CH2:25][CH2:26][CH2:27][C:28]([F:31])([F:30])[F:29]. The yield is 0.260.